This data is from Full USPTO retrosynthesis dataset with 1.9M reactions from patents (1976-2016). The task is: Predict the reactants needed to synthesize the given product. (1) Given the product [ClH:28].[N:29]1([C:2]2[CH:3]=[CH:4][C:5]([CH2:8][S:9][C:10]3[C:20]4[CH2:19][CH2:18][NH:17][CH2:16][CH2:15][C:14]=4[CH:13]=[CH:12][C:11]=3[Cl:28])=[N:6][CH:7]=2)[CH2:35][CH2:34][CH2:33][CH2:32][CH2:31][CH2:30]1, predict the reactants needed to synthesize it. The reactants are: Br[C:2]1[CH:3]=[CH:4][C:5]([CH2:8][S:9][C:10]2[C:20]3[CH2:19][CH2:18][N:17](C(OC(C)(C)C)=O)[CH2:16][CH2:15][C:14]=3[CH:13]=[CH:12][C:11]=2[Cl:28])=[N:6][CH:7]=1.[NH:29]1[CH2:35][CH2:34][CH2:33][CH2:32][CH2:31][CH2:30]1. (2) Given the product [C:20]([O:19][C:17]([N:14]1[CH2:15][CH2:16][C@@H:12]([N:8]2[C:4]3[N:5]=[CH:6][N:7]=[C:2]([NH2:1])[C:3]=3[C:10]([C:34]3[CH:35]=[CH:36][C:31]([O:24][C:25]4[CH:30]=[CH:29][CH:28]=[CH:27][CH:26]=4)=[CH:32][CH:33]=3)=[CH:9]2)[CH2:13]1)=[O:18])([CH3:23])([CH3:22])[CH3:21], predict the reactants needed to synthesize it. The reactants are: [NH2:1][C:2]1[C:3]2[C:10](I)=[CH:9][N:8]([C@@H:12]3[CH2:16][CH2:15][N:14]([C:17]([O:19][C:20]([CH3:23])([CH3:22])[CH3:21])=[O:18])[CH2:13]3)[C:4]=2[N:5]=[CH:6][N:7]=1.[O:24]([C:31]1[CH:36]=[CH:35][C:34](B(O)O)=[CH:33][CH:32]=1)[C:25]1[CH:30]=[CH:29][CH:28]=[CH:27][CH:26]=1.C([O-])([O-])=O.[Na+].[Na+]. (3) Given the product [NH2:1][C:2]1[C:11]2[N:12]=[C:13]([CH2:20][O:21][CH2:22][CH3:23])[N:14]([CH2:15][C:16]([OH:19])([CH3:17])[CH3:18])[C:10]=2[C:9]2[CH:8]=[CH:7][C:6]([CH2:24][CH2:25][CH2:26][OH:27])=[CH:5][C:4]=2[N:3]=1, predict the reactants needed to synthesize it. The reactants are: [NH2:1][C:2]1[C:11]2[N:12]=[C:13]([CH2:20][O:21][CH2:22][CH3:23])[N:14]([CH2:15][C:16]([OH:19])([CH3:18])[CH3:17])[C:10]=2[C:9]2[CH:8]=[CH:7][C:6]([CH2:24][CH2:25][C:26](OCC)=[O:27])=[CH:5][C:4]=2[N:3]=1.[H-].[Al+3].[Li+].[H-].[H-].[H-]. (4) Given the product [OH:12][C:14]1([CH2:13][N:3]2[C:2](=[O:1])[C:11]3[C:6](=[CH:7][CH:8]=[CH:9][CH:10]=3)[N:5]=[CH:4]2)[CH2:15][CH2:16][N:17]([C:20]([O:22][C:23]([CH3:26])([CH3:25])[CH3:24])=[O:21])[CH2:18][CH2:19]1, predict the reactants needed to synthesize it. The reactants are: [OH:1][C:2]1[C:11]2[C:6](=[CH:7][CH:8]=[CH:9][CH:10]=2)[N:5]=[CH:4][N:3]=1.[O:12]1[C:14]2([CH2:19][CH2:18][N:17]([C:20]([O:22][C:23]([CH3:26])([CH3:25])[CH3:24])=[O:21])[CH2:16][CH2:15]2)[CH2:13]1.C(=O)([O-])[O-].[Cs+].[Cs+]. (5) Given the product [CH3:17][C:14]1[CH:15]=[CH:16][C:11]([C:1]2[CH:6]=[CH:5][CH:4]=[CH:3][CH:2]=2)=[N:12][CH:13]=1, predict the reactants needed to synthesize it. The reactants are: [C:1]1(B(O)O)[CH:6]=[CH:5][CH:4]=[CH:3][CH:2]=1.Br[C:11]1[CH:16]=[CH:15][C:14]([CH3:17])=[CH:13][N:12]=1.C([O-])([O-])=O.[K+].[K+]. (6) The reactants are: [C:1]([O:7][CH2:8][N:9]1[C:13]2[N:14]=[N:15][CH:16]=[C:17]([C:18]3[CH:19]=[N:20][N:21]([C@@H:23]([C:27]4[CH:32]=[CH:31][CH:30]=[C:29]([OH:33])[CH:28]=4)[CH2:24][CH:25]=O)[CH:22]=3)[C:12]=2[CH:11]=[CH:10]1)(=[O:6])[C:2]([CH3:5])([CH3:4])[CH3:3].[OH-].[NH4+:35].II. Given the product [C:1]([O:7][CH2:8][N:9]1[C:13]2[N:14]=[N:15][CH:16]=[C:17]([C:18]3[CH:19]=[N:20][N:21]([C@@H:23]([C:27]4[CH:32]=[CH:31][CH:30]=[C:29]([OH:33])[CH:28]=4)[CH2:24][C:25]#[N:35])[CH:22]=3)[C:12]=2[CH:11]=[CH:10]1)(=[O:6])[C:2]([CH3:4])([CH3:5])[CH3:3], predict the reactants needed to synthesize it. (7) Given the product [Cl:1][C:22]1[C:13]2[N:14]([CH2:18][C:19]([NH2:21])=[O:20])[C:15](=[O:17])[O:16][C:12]=2[C:11]([F:24])=[C:10]([F:9])[CH:23]=1, predict the reactants needed to synthesize it. The reactants are: [Cl:1]N1C(=O)CCC1=O.[F:9][C:10]1[CH:23]=[CH:22][C:13]2[N:14]([CH2:18][C:19]([NH2:21])=[O:20])[C:15](=[O:17])[O:16][C:12]=2[C:11]=1[F:24].